From a dataset of Catalyst prediction with 721,799 reactions and 888 catalyst types from USPTO. Predict which catalyst facilitates the given reaction. (1) Reactant: [CH2:1]([N:3]([CH2:36][CH3:37])[CH2:4][CH2:5][CH2:6][NH:7][C:8]1[N:9]=[C:10]([C:27]2[CH:28]=[C:29]([CH:33]=[CH:34][CH:35]=2)[C:30](O)=[O:31])[C:11]2[CH:17]=[CH:16][C:15](=[O:18])[N:14]([C:19]3[C:24]([F:25])=[CH:23][CH:22]=[CH:21][C:20]=3[F:26])[C:12]=2[N:13]=1)[CH3:2].CN(C(ON1N=NC2C=CC=CC1=2)=[N+](C)C)C.F[P-](F)(F)(F)(F)F.C(N(CC)CC)C.[NH2:69][C:70]1[S:71][CH:72]=[CH:73][N:74]=1. Product: [CH2:1]([N:3]([CH2:36][CH3:37])[CH2:4][CH2:5][CH2:6][NH:7][C:8]1[N:9]=[C:10]([C:27]2[CH:28]=[C:29]([CH:33]=[CH:34][CH:35]=2)[C:30]([NH:69][C:70]2[S:71][CH:72]=[CH:73][N:74]=2)=[O:31])[C:11]2[CH:17]=[CH:16][C:15](=[O:18])[N:14]([C:19]3[C:24]([F:25])=[CH:23][CH:22]=[CH:21][C:20]=3[F:26])[C:12]=2[N:13]=1)[CH3:2]. The catalyst class is: 3. (2) Reactant: [C:1]([O:4][CH2:5][C:6]1[C:7]([N:13]2[CH2:25][CH2:24][N:16]3[C:17]4[CH2:18][CH2:19][CH2:20][CH2:21][C:22]=4[CH:23]=[C:15]3[C:14]2=[O:26])=[N:8][CH:9]=[CH:10][C:11]=1Cl)(=[O:3])[CH3:2].[B:27]1([B:27]2[O:31][C:30]([CH3:33])([CH3:32])[C:29]([CH3:35])([CH3:34])[O:28]2)[O:31][C:30]([CH3:33])([CH3:32])[C:29]([CH3:35])([CH3:34])[O:28]1.CC(C1C=C(C(C)C)C(C2C=CC=CC=2P(C2CCCCC2)C2CCCCC2)=C(C(C)C)C=1)C.C(O[K])(C)=O. Product: [C:1]([O:4][CH2:5][C:6]1[C:7]([N:13]2[CH2:25][CH2:24][N:16]3[C:17]4[CH2:18][CH2:19][CH2:20][CH2:21][C:22]=4[CH:23]=[C:15]3[C:14]2=[O:26])=[N:8][CH:9]=[CH:10][C:11]=1[B:27]1[O:31][C:30]([CH3:33])([CH3:32])[C:29]([CH3:35])([CH3:34])[O:28]1)(=[O:3])[CH3:2]. The catalyst class is: 102. (3) Reactant: CN(C)C(=N[C:6](=O)[C:7]1[CH:12]=[C:11]([CH2:13][CH3:14])[C:10]([O:15]C)=[N:9][C:8]=1[CH3:17])C.Cl.NO.[OH-].[Na+].[C:25](O)(=O)[CH3:26]. Product: [CH2:13]([C:11]1[C:10](=[O:15])[NH:9][C:8]([CH3:17])=[C:7]([C:6]2[CH:6]=[C:7]([CH:12]=[CH:25][CH:26]=2)[C:8]#[N:9])[CH:12]=1)[CH3:14]. The catalyst class is: 38. (4) Reactant: [C:1]([N:5]1[CH2:8][CH:7]([OH:9])[CH2:6]1)([CH3:4])([CH3:3])[CH3:2].N12CCN(CC1)CC2.C(N(C(C)C)CC)(C)C.Cl[C:28]1[N:33]2[N:34]=[C:35]([C:44]3[CH:49]=[CH:48][CH:47]=[CH:46][C:45]=3[Cl:50])[C:36]([C:37]3[CH:42]=[CH:41][C:40]([Cl:43])=[CH:39][CH:38]=3)=[C:32]2[N:31]=[C:30]([CH3:51])[N:29]=1. Product: [C:1]([N:5]1[CH2:8][CH:7]([O:9][C:28]2[N:33]3[N:34]=[C:35]([C:44]4[CH:49]=[CH:48][CH:47]=[CH:46][C:45]=4[Cl:50])[C:36]([C:37]4[CH:42]=[CH:41][C:40]([Cl:43])=[CH:39][CH:38]=4)=[C:32]3[N:31]=[C:30]([CH3:51])[N:29]=2)[CH2:6]1)([CH3:4])([CH3:3])[CH3:2]. The catalyst class is: 7. (5) Reactant: [Cl:1]N1C(=O)CCC1=O.[CH3:9][O:10][C:11]([C:13]1[CH:21]=[C:20]2[C:16]([C:17]3[CH:25]=[C:24]([CH3:26])[CH:23]=[N:22][C:18]=3[NH:19]2)=[C:15]([C:27]2[CH:32]=[CH:31][CH:30]=[C:29]([S:33]([CH2:36][CH3:37])(=[O:35])=[O:34])[CH:28]=2)[CH:14]=1)=[O:12]. Product: [CH3:9][O:10][C:11]([C:13]1[CH:21]=[C:20]2[C:16]([C:17]3[CH:25]=[C:24]([CH3:26])[CH:23]=[N:22][C:18]=3[NH:19]2)=[C:15]([C:27]2[CH:32]=[CH:31][CH:30]=[C:29]([S:33]([CH2:36][CH3:37])(=[O:35])=[O:34])[CH:28]=2)[C:14]=1[Cl:1])=[O:12]. The catalyst class is: 585. (6) Product: [Cl:1][C:2]1[CH:31]=[CH:30][C:5]([CH2:6][N:7]2[C:15]3[C:10](=[CH:11][C:12]([CH:16]=[C:17]4[S:21][C:20]([N:22]5[CH2:28][CH2:27][CH2:26][N:25]([CH2:43][CH2:44][F:45])[CH2:24][CH2:23]5)=[N:19][C:18]4=[O:29])=[CH:13][CH:14]=3)[CH:9]=[N:8]2)=[C:4]([C:32]([F:35])([F:34])[F:33])[CH:3]=1. Reactant: [Cl:1][C:2]1[CH:31]=[CH:30][C:5]([CH2:6][N:7]2[C:15]3[C:10](=[CH:11][C:12]([CH:16]=[C:17]4[S:21][C:20]([N:22]5[CH2:28][CH2:27][CH2:26][NH:25][CH2:24][CH2:23]5)=[N:19][C:18]4=[O:29])=[CH:13][CH:14]=3)[CH:9]=[N:8]2)=[C:4]([C:32]([F:35])([F:34])[F:33])[CH:3]=1.C(=O)([O-])[O-].[K+].[K+].Br[CH2:43][CH2:44][F:45]. The catalyst class is: 10.